Dataset: NCI-60 drug combinations with 297,098 pairs across 59 cell lines. Task: Regression. Given two drug SMILES strings and cell line genomic features, predict the synergy score measuring deviation from expected non-interaction effect. (1) Drug 1: CC12CCC3C(C1CCC2=O)CC(=C)C4=CC(=O)C=CC34C. Drug 2: C1=CN(C(=O)N=C1N)C2C(C(C(O2)CO)O)O.Cl. Cell line: SK-MEL-28. Synergy scores: CSS=37.2, Synergy_ZIP=-6.38, Synergy_Bliss=0.0553, Synergy_Loewe=-8.48, Synergy_HSA=2.21. (2) Drug 1: CCC1=CC2CC(C3=C(CN(C2)C1)C4=CC=CC=C4N3)(C5=C(C=C6C(=C5)C78CCN9C7C(C=CC9)(C(C(C8N6C)(C(=O)OC)O)OC(=O)C)CC)OC)C(=O)OC. Drug 2: CC1CC(C(C(C=C(C(C(C=CC=C(C(=O)NC2=CC(=O)C(=C(C1)C2=O)OC)C)OC)OC(=O)N)C)C)O)OC. Cell line: NCI-H460. Synergy scores: CSS=73.3, Synergy_ZIP=1.88, Synergy_Bliss=1.34, Synergy_Loewe=-0.676, Synergy_HSA=3.83. (3) Drug 1: COC1=CC(=CC(=C1O)OC)C2C3C(COC3=O)C(C4=CC5=C(C=C24)OCO5)OC6C(C(C7C(O6)COC(O7)C8=CC=CS8)O)O. Drug 2: CCN(CC)CCNC(=O)C1=C(NC(=C1C)C=C2C3=C(C=CC(=C3)F)NC2=O)C. Cell line: BT-549. Synergy scores: CSS=20.3, Synergy_ZIP=1.79, Synergy_Bliss=0.138, Synergy_Loewe=-15.7, Synergy_HSA=-2.73. (4) Drug 1: C1=C(C(=O)NC(=O)N1)F. Drug 2: C(CN)CNCCSP(=O)(O)O. Cell line: MALME-3M. Synergy scores: CSS=29.8, Synergy_ZIP=3.50, Synergy_Bliss=4.67, Synergy_Loewe=-10.1, Synergy_HSA=1.96. (5) Drug 1: CC1OCC2C(O1)C(C(C(O2)OC3C4COC(=O)C4C(C5=CC6=C(C=C35)OCO6)C7=CC(=C(C(=C7)OC)O)OC)O)O. Drug 2: CC1=C(C(CCC1)(C)C)C=CC(=CC=CC(=CC(=O)O)C)C. Cell line: SK-MEL-5. Synergy scores: CSS=20.0, Synergy_ZIP=-7.75, Synergy_Bliss=4.09, Synergy_Loewe=-7.14, Synergy_HSA=3.64. (6) Drug 1: CNC(=O)C1=NC=CC(=C1)OC2=CC=C(C=C2)NC(=O)NC3=CC(=C(C=C3)Cl)C(F)(F)F. Drug 2: CN(CC1=CN=C2C(=N1)C(=NC(=N2)N)N)C3=CC=C(C=C3)C(=O)NC(CCC(=O)O)C(=O)O. Cell line: T-47D. Synergy scores: CSS=-1.70, Synergy_ZIP=2.10, Synergy_Bliss=-0.233, Synergy_Loewe=-0.0751, Synergy_HSA=-5.43.